From a dataset of Full USPTO retrosynthesis dataset with 1.9M reactions from patents (1976-2016). Predict the reactants needed to synthesize the given product. The reactants are: [F:1][C:2]1[CH:7]=[CH:6][CH:5]=[CH:4][C:3]=1Br.C([Li])CCC.[B:14](OC(C)C)([O:19]C(C)C)[O:15]C(C)C. Given the product [F:1][C:2]1[CH:7]=[CH:6][CH:5]=[CH:4][C:3]=1[B:14]([OH:19])[OH:15], predict the reactants needed to synthesize it.